Dataset: Catalyst prediction with 721,799 reactions and 888 catalyst types from USPTO. Task: Predict which catalyst facilitates the given reaction. (1) Reactant: [F:1][C:2]1[CH:8]=[CH:7][C:5]([NH2:6])=[CH:4][CH:3]=1.F[B-](F)(F)F.[Li+].[O:15]1[CH2:18][CH2:17][CH2:16]1.C(=O)(O)[O-].[Na+]. Product: [F:1][C:2]1[CH:8]=[CH:7][C:5]([NH:6][CH2:18][CH2:17][CH2:16][OH:15])=[CH:4][CH:3]=1. The catalyst class is: 10. (2) Reactant: [NH2:1][C:2]1[CH:10]=[CH:9][C:5]([C:6]([OH:8])=O)=[CH:4][N:3]=1.[CH:11]1([CH:14]=[CH:15][C:16]2[S:20][C:19]([CH2:21][NH2:22])=[CH:18][CH:17]=2)[CH2:13][CH2:12]1.F[P-](F)(F)(F)(F)F.N1([P+](N(C)C)(N(C)C)N(C)C)C2C=CC=CC=2N=N1.C(N(CC)CC)C. Product: [NH2:1][C:2]1[CH:10]=[CH:9][C:5]([C:6]([NH:22][CH2:21][C:19]2[S:20][C:16]([CH:15]=[CH:14][CH:11]3[CH2:13][CH2:12]3)=[CH:17][CH:18]=2)=[O:8])=[CH:4][N:3]=1. The catalyst class is: 35.